This data is from Catalyst prediction with 721,799 reactions and 888 catalyst types from USPTO. The task is: Predict which catalyst facilitates the given reaction. (1) Reactant: C([Si](C(C)C)(C(C)C)[O:5][C:6]1[CH:15]=[C:14]2[C:9]([CH2:10][CH2:11][C@H:12]([C:16]3[CH:21]=[CH:20][CH:19]=[CH:18][CH:17]=3)[O:13]2)=[CH:8][CH:7]=1)(C)C.CCCC[N+](CCCC)(CCCC)CCCC.[F-]. Product: [C:16]1([C@H:12]2[CH2:11][CH2:10][C:9]3[C:14](=[CH:15][C:6]([OH:5])=[CH:7][CH:8]=3)[O:13]2)[CH:17]=[CH:18][CH:19]=[CH:20][CH:21]=1. The catalyst class is: 1. (2) Reactant: [Br:1][C:2]1[C:13]([F:14])=[CH:12][C:5]2[O:6][CH2:7][CH2:8][CH2:9][C:10](=[O:11])[C:4]=2[CH:3]=1.[Br:15]Br. Product: [Br:15][CH:9]1[C:10](=[O:11])[C:4]2[CH:3]=[C:2]([Br:1])[C:13]([F:14])=[CH:12][C:5]=2[O:6][CH2:7][CH2:8]1. The catalyst class is: 4.